This data is from Catalyst prediction with 721,799 reactions and 888 catalyst types from USPTO. The task is: Predict which catalyst facilitates the given reaction. (1) Reactant: C(OC(=O)[NH:7][C:8]1[CH:13]=[C:12]([CH3:14])[C:11]([C:15]([F:18])([F:17])[F:16])=[CH:10][C:9]=1[NH:19][C:20](=[O:37])[CH2:21][C:22]([C:24]1[CH:29]=[CH:28][CH:27]=[C:26]([C:30]2[CH:35]=[CH:34][N:33]=[C:32]([CH3:36])[CH:31]=2)[CH:25]=1)=O)(C)(C)C.C(O)(C(F)(F)F)=O. Product: [CH3:14][C:12]1[C:11]([C:15]([F:17])([F:16])[F:18])=[CH:10][C:9]2[NH:19][C:20](=[O:37])[CH2:21][C:22]([C:24]3[CH:29]=[CH:28][CH:27]=[C:26]([C:30]4[CH:35]=[CH:34][N:33]=[C:32]([CH3:36])[CH:31]=4)[CH:25]=3)=[N:7][C:8]=2[CH:13]=1. The catalyst class is: 2. (2) Product: [ClH:24].[N:1]1([CH2:6][CH2:7][CH2:8][N:9]2[CH2:10][CH2:11][CH:12]([CH2:15][NH:16][C:17](=[O:28])[C:18]3[CH:23]=[C:22]([Cl:24])[C:21]([NH2:25])=[CH:20][C:19]=3[O:26][CH3:27])[CH2:13][CH2:14]2)[CH:5]=[N:4][N:3]=[N:2]1. Reactant: [N:1]1([CH2:6][CH2:7][CH2:8][N:9]2[CH2:14][CH2:13][CH:12]([CH2:15][NH:16][C:17](=[O:28])[C:18]3[CH:23]=[C:22]([Cl:24])[C:21]([NH2:25])=[CH:20][C:19]=3[O:26][CH3:27])[CH2:11][CH2:10]2)[CH:5]=[N:4][N:3]=[N:2]1.Cl. The catalyst class is: 8. (3) Reactant: C(OC(=O)[NH:7][C:8]1[C:9]([C:17](=[O:25])[NH:18][C:19]2[CH:23]=[CH:22][N:21]([CH3:24])[N:20]=2)=[N:10][C:11]([CH:14]2[CH2:16][CH2:15]2)=[CH:12][CH:13]=1)(C)(C)C.FC(F)(F)C(O)=O.C(OCC)(=O)C.C(=O)(O)[O-].[Na+].O. Product: [CH3:24][N:21]1[CH:22]=[CH:23][C:19]([NH:18][C:17]([C:9]2[C:8]([NH2:7])=[CH:13][CH:12]=[C:11]([CH:14]3[CH2:16][CH2:15]3)[N:10]=2)=[O:25])=[N:20]1. The catalyst class is: 2. (4) Reactant: [NH:1]1[CH:5]=[CH:4][C:3]([OH:6])=[N:2]1.[C:7](OC(=O)C)(=[O:9])[CH3:8].C(O)(=O)C. Product: [C:7]([N:1]1[CH:5]=[CH:4][C:3]([OH:6])=[N:2]1)(=[O:9])[CH3:8]. The catalyst class is: 6. (5) Reactant: [CH:1]1([C:4]2[CH:13]=[N:12][C:7]3[O:8][CH2:9][CH2:10][NH:11][C:6]=3[CH:5]=2)[CH2:3][CH2:2]1.[Br:14][C:15]1[CH:16]=[C:17]([CH:21]=[C:22]([Br:26])[C:23]=1[O:24][CH3:25])[C:18](Cl)=[O:19].C(N(CC)CC)C.Cl. Product: [CH:1]1([C:4]2[CH:13]=[N:12][C:7]3[O:8][CH2:9][CH2:10][N:11]([C:18]([C:17]4[CH:21]=[C:22]([Br:26])[C:23]([O:24][CH3:25])=[C:15]([Br:14])[CH:16]=4)=[O:19])[C:6]=3[CH:5]=2)[CH2:3][CH2:2]1. The catalyst class is: 4. (6) Reactant: [CH2:1]([O:8][C:9]1[CH:14]=[CH:13][C:12]([S:15](Cl)(=[O:17])=[O:16])=[CH:11][CH:10]=1)[C:2]1[CH:7]=[CH:6][CH:5]=[CH:4][CH:3]=1.[CH3:19][O:20][C:21](=[O:33])[C:22]1[CH:31]=[C:30]([NH2:32])[CH:29]=[C:24]([C:25]([O:27][CH3:28])=[O:26])[CH:23]=1. Product: [CH3:28][O:27][C:25](=[O:26])[C:24]1[CH:29]=[C:30]([NH:32][S:15]([C:12]2[CH:13]=[CH:14][C:9]([O:8][CH2:1][C:2]3[CH:7]=[CH:6][CH:5]=[CH:4][CH:3]=3)=[CH:10][CH:11]=2)(=[O:17])=[O:16])[CH:31]=[C:22]([C:21]([O:20][CH3:19])=[O:33])[CH:23]=1. The catalyst class is: 202. (7) Reactant: Cl[C:2]1[N:3]=[C:4]2[CH:24]=[C:23]([C:25]([F:28])([F:27])[F:26])[CH:22]=[N:21][C:5]2=[N:6][C:7]=1[N:8]1[CH2:11][CH:10]([N:12]([CH3:20])[C:13](=[O:19])[O:14][C:15]([CH3:18])([CH3:17])[CH3:16])[CH2:9]1.O.[NH2:30][NH2:31]. Product: [NH:30]([C:2]1[N:3]=[C:4]2[CH:24]=[C:23]([C:25]([F:28])([F:27])[F:26])[CH:22]=[N:21][C:5]2=[N:6][C:7]=1[N:8]1[CH2:11][CH:10]([N:12]([CH3:20])[C:13](=[O:19])[O:14][C:15]([CH3:18])([CH3:17])[CH3:16])[CH2:9]1)[NH2:31]. The catalyst class is: 14. (8) Reactant: Cl.[CH2:2]([O:4][C:5](=[O:15])[C@H:6]([CH2:8][C:9]1[CH:14]=[CH:13][CH:12]=[CH:11][CH:10]=1)[NH2:7])[CH3:3].[O-]S([O-])(=O)=O.[Mg+2].[CH:22](=O)[C:23]1[CH:28]=[CH:27][CH:26]=[CH:25][CH:24]=1.CCN(CC)CC.[BH4-].[Na+]. Product: [CH2:22]([NH:7][C@@H:6]([CH2:8][C:9]1[CH:14]=[CH:13][CH:12]=[CH:11][CH:10]=1)[C:5]([O:4][CH2:2][CH3:3])=[O:15])[C:23]1[CH:28]=[CH:27][CH:26]=[CH:25][CH:24]=1. The catalyst class is: 92. (9) Reactant: [NH2:1][CH:2]1[C:10]2[C:5](=[CH:6][CH:7]=[CH:8][CH:9]=2)[C:4](=[O:11])[N:3]1[CH2:12][C:13]1[CH:18]=[CH:17][CH:16]=[CH:15][CH:14]=1.C(=O)([O-])[O-].[K+].[K+].Br[CH2:26][C:27]([O:29][CH2:30][CH3:31])=[O:28]. Product: [CH2:30]([O:29][C:27](=[O:28])[CH3:26])[CH3:31].[CH2:12]([N:3]1[C:4](=[O:11])[C:5]2[C:10](=[CH:9][CH:8]=[CH:7][CH:6]=2)[CH:2]1[NH2:1])[C:13]1[CH:14]=[CH:15][CH:16]=[CH:17][CH:18]=1. The catalyst class is: 12.